This data is from Full USPTO retrosynthesis dataset with 1.9M reactions from patents (1976-2016). The task is: Predict the reactants needed to synthesize the given product. (1) Given the product [Cl:1][C:2]1[N:3]=[C:4]([C:9]([NH:11][C@H:12]2[CH2:17][CH2:16][N:15]([C:18]3[S:19][C:20]([C:25]([O:27][CH2:28][CH3:29])=[O:26])=[C:21]([C:23]([OH:33])=[O:24])[N:22]=3)[CH2:14][C@H:13]2[O:30][CH3:31])=[O:10])[NH:5][C:6]=1[CH2:7][CH3:8], predict the reactants needed to synthesize it. The reactants are: [Cl:1][C:2]1[N:3]=[C:4]([C:9]([NH:11][C@H:12]2[CH2:17][CH2:16][N:15]([C:18]3[S:19][C:20]([C:25]([O:27][CH2:28][CH3:29])=[O:26])=[C:21]([CH:23]=[O:24])[N:22]=3)[CH2:14][C@H:13]2[O:30][CH3:31])=[O:10])[NH:5][C:6]=1[CH2:7][CH3:8].Cl([O-])=[O:33].[Na+].P([O-])(O)(O)=O.[Na+].CC(=CC)C. (2) Given the product [Cl:19][CH2:18][CH2:17][O:16][C:12]1[CH:11]=[C:10]([C:3]2[CH:4]=[N:5][CH:6]=[C:7]([C:2]=2[NH:20][C:21]2[CH:29]=[CH:28][CH:27]=[C:26]3[C:22]=2[CH:23]=[CH:24][NH:25]3)[C:8]#[N:9])[CH:15]=[CH:14][CH:13]=1, predict the reactants needed to synthesize it. The reactants are: Cl[C:2]1[C:7]([C:8]#[N:9])=[CH:6][N:5]=[CH:4][C:3]=1[C:10]1[CH:15]=[CH:14][CH:13]=[C:12]([O:16][CH2:17][CH2:18][Cl:19])[CH:11]=1.[NH2:20][C:21]1[CH:29]=[CH:28][CH:27]=[C:26]2[C:22]=1[CH:23]=[CH:24][NH:25]2.CN(C1C(C2C(P(C3CCCCC3)C3CCCCC3)=CC=CC=2)=CC=CC=1)C.[O-]P([O-])([O-])=O.[K+].[K+].[K+]. (3) Given the product [Cl:23][C:4]1[CH:3]=[C:2]([C:36]2[CH:37]=[CH:38][C:33]([C:30]([OH:32])=[O:31])=[CH:34][CH:35]=2)[CH:7]=[CH:6][C:5]=1[CH:8]([CH3:22])[C:9]([OH:14])([C:15]1[CH:20]=[CH:19][N:18]=[C:17]([CH3:21])[CH:16]=1)[C:10]([F:13])([F:12])[F:11], predict the reactants needed to synthesize it. The reactants are: Br[C:2]1[CH:7]=[CH:6][C:5]([CH:8]([CH3:22])[C:9]([C:15]2[CH:20]=[CH:19][N:18]=[C:17]([CH3:21])[CH:16]=2)([OH:14])[C:10]([F:13])([F:12])[F:11])=[C:4]([Cl:23])[CH:3]=1.C([O-])([O-])=O.[Cs+].[Cs+].[C:30]([C:33]1[CH:38]=[CH:37][C:36](B(O)O)=[CH:35][CH:34]=1)([OH:32])=[O:31]. (4) The reactants are: [CH:1]([Si:4]([CH:44]([CH3:46])[CH3:45])([CH:41]([CH3:43])[CH3:42])[O:5][CH2:6][C@@H:7]([O:33][CH2:34][C:35]1[CH:40]=[CH:39][CH:38]=[CH:37][CH:36]=1)[C@@H:8]([O:25][CH2:26][C:27]1[CH:32]=[CH:31][CH:30]=[CH:29][CH:28]=1)[C@H:9]([O:17][CH2:18][C:19]1[CH:24]=[CH:23][CH:22]=[CH:21][CH:20]=1)[CH:10](SCC)SCC)([CH3:3])[CH3:2].C1C(=O)N(Br)C(=[O:50])C1. Given the product [CH2:18]([O:17][C@@H:9]([C@H:8]([O:25][CH2:26][C:27]1[CH:28]=[CH:29][CH:30]=[CH:31][CH:32]=1)[C@H:7]([O:33][CH2:34][C:35]1[CH:36]=[CH:37][CH:38]=[CH:39][CH:40]=1)[CH2:6][O:5][Si:4]([CH:1]([CH3:3])[CH3:2])([CH:41]([CH3:42])[CH3:43])[CH:44]([CH3:46])[CH3:45])[CH:10]=[O:50])[C:19]1[CH:24]=[CH:23][CH:22]=[CH:21][CH:20]=1, predict the reactants needed to synthesize it. (5) Given the product [C:36](=[O:37])([O:1][CH2:2][C:3]1[CH:8]=[CH:7][C:6]([C:9]2[N:14]=[N:13][C:12]([N:15]3[CH2:20][CH2:19][N:18]([C:21]([N:23]4[CH2:24][CH2:25][CH2:26][CH2:27][CH2:28]4)=[O:22])[C@@H:17]([CH3:29])[CH2:16]3)=[C:11]3[CH:30]=[N:31][CH:32]=[CH:33][C:10]=23)=[CH:5][CH:4]=1)[NH2:38], predict the reactants needed to synthesize it. The reactants are: [OH:1][CH2:2][C:3]1[CH:8]=[CH:7][C:6]([C:9]2[N:14]=[N:13][C:12]([N:15]3[CH2:20][CH2:19][N:18]([C:21]([N:23]4[CH2:28][CH2:27][CH2:26][CH2:25][CH2:24]4)=[O:22])[C@@H:17]([CH3:29])[CH2:16]3)=[C:11]3[CH:30]=[N:31][CH:32]=[CH:33][C:10]=23)=[CH:5][CH:4]=1.ClC(Cl)(Cl)[C:36]([N:38]=C=O)=[O:37]. (6) Given the product [Br:1][C:2]1[CH:3]=[CH:4][CH:5]=[C:6]([CH2:8][C:9]2[O:14][C:13]([CH:15]3[CH2:17][CH2:16]3)=[N:12][N:11]=2)[N:7]=1, predict the reactants needed to synthesize it. The reactants are: [Br:1][C:2]1[N:7]=[C:6]([CH2:8][C:9]([NH:11][NH:12][C:13]([CH:15]2[CH2:17][CH2:16]2)=[O:14])=O)[CH:5]=[CH:4][CH:3]=1.CC[N+](S(N=C(OC)[O-])(=O)=O)(CC)CC.